Dataset: Peptide-MHC class I binding affinity with 185,985 pairs from IEDB/IMGT. Task: Regression. Given a peptide amino acid sequence and an MHC pseudo amino acid sequence, predict their binding affinity value. This is MHC class I binding data. (1) The peptide sequence is KGNDMPGGY. The MHC is HLA-A29:02 with pseudo-sequence HLA-A29:02. The binding affinity (normalized) is 0.251. (2) The binding affinity (normalized) is 0.0847. The MHC is HLA-B07:02 with pseudo-sequence HLA-B07:02. The peptide sequence is RIYSHIAPY. (3) The peptide sequence is FPYSTFPII. The MHC is HLA-A02:03 with pseudo-sequence HLA-A02:03. The binding affinity (normalized) is 0.227. (4) The peptide sequence is FRTAFGGKY. The MHC is H-2-Kb with pseudo-sequence H-2-Kb. The binding affinity (normalized) is 0. (5) The peptide sequence is PTCPGYRWMCL. The MHC is Patr-B0101 with pseudo-sequence Patr-B0101. The binding affinity (normalized) is 0.357. (6) The binding affinity (normalized) is 0.711. The MHC is HLA-A69:01 with pseudo-sequence HLA-A69:01. The peptide sequence is DLGPAFTEL. (7) The peptide sequence is MPNACSANN. The MHC is HLA-B15:01 with pseudo-sequence HLA-B15:01. The binding affinity (normalized) is 0.0593. (8) The peptide sequence is KAYAQMWSL. The MHC is HLA-B57:01 with pseudo-sequence HLA-B57:01. The binding affinity (normalized) is 0.748. (9) The peptide sequence is PMQQLTQPL. The MHC is HLA-B08:01 with pseudo-sequence HLA-B08:01. The binding affinity (normalized) is 0.0847. (10) The MHC is HLA-B18:01 with pseudo-sequence HLA-B18:01. The binding affinity (normalized) is 0.158. The peptide sequence is GSNRPWVSF.